From a dataset of Reaction yield outcomes from USPTO patents with 853,638 reactions. Predict the reaction yield, written as a fraction of the theoretical maximum amount of product (1.0 means a 100% yield; for example, 0.34 means a 34% yield). (1) The reactants are [CH2:1]([N:6]1[C:14]2[N:13]=[CH:12][NH:11][C:10]=2[C:9](=[O:15])[NH:8]/[C:7]/1=[N:16]\[NH2:17])[CH2:2][CH2:3][CH2:4][CH3:5].[C:18](=S)=[S:19]. The catalyst is N1C=CC=CC=1. The product is [CH2:1]([N:6]1[C:14]2[N:13]=[CH:12][NH:11][C:10]=2[C:9](=[O:15])[N:8]2[C:18](=[S:19])[NH:17][N:16]=[C:7]12)[CH2:2][CH2:3][CH2:4][CH3:5]. The yield is 0.849. (2) The reactants are C(OC([N:8]1[C@H:14]([CH3:15])[CH2:13][C:12]2[CH:16]=[C:17]3[O:22][CH2:21][O:20][C:18]3=[CH:19][C:11]=2[C:10]([C:23]2[CH:28]=[C:27]([CH3:29])[C:26]([N+:30]([O-:32])=[O:31])=[C:25]([CH3:33])[CH:24]=2)=[N:9]1)=O)(C)(C)C. The catalyst is C(Cl)(Cl)Cl. The product is [CH3:33][C:25]1[CH:24]=[C:23]([C:10]2[C:11]3[CH:19]=[C:18]4[O:20][CH2:21][O:22][C:17]4=[CH:16][C:12]=3[CH2:13][C@@H:14]([CH3:15])[NH:8][N:9]=2)[CH:28]=[C:27]([CH3:29])[C:26]=1[N+:30]([O-:32])=[O:31]. The yield is 0.880. (3) The reactants are C[Si](C)(C)[C:3]1[CH:8]=[CH:7][C:6]([C:9]2[CH:14]=[CH:13][C:12](I)=[CH:11][C:10]=2F)=[C:5](F)[C:4]=1F.C([C:24]1[CH:29]=[CH:28][C:27](B(O)O)=[CH:26][CH:25]=1)CC.OCC(C)(CO)C.CC(C)=O. The catalyst is CC(O)C.CC([O-])=O.CC([O-])=O.[Pd+2]. The product is [C:6]1([C:9]2[C:10]([C:24]3[CH:29]=[CH:28][CH:27]=[CH:26][CH:25]=3)=[CH:11][CH:12]=[CH:13][CH:14]=2)[CH:7]=[CH:8][CH:3]=[CH:4][CH:5]=1. The yield is 0.890. (4) The reactants are Br[C:2]1[CH:11]=[CH:10][C:5]([C:6]([O:8][CH3:9])=[O:7])=[C:4]([CH3:12])[CH:3]=1.C(N(CC)CC)C.O.[C]=O.[C:23]([O:26]CC)(=[O:25])C. The catalyst is C(#N)C.C([O-])(=O)C.[Pd+2].C([O-])(=O)C.C1(P(C(P(C2C=CC=CC=2)C2C=CC=CC=2)(C)C)C2C=CC=CC=2)C=CC=CC=1. The product is [CH3:9][O:8][C:6]([C:5]1[CH:10]=[CH:11][C:2]([C:23]([OH:26])=[O:25])=[CH:3][C:4]=1[CH3:12])=[O:7]. The yield is 0.870. (5) The product is [C:24]([C:26]1[CH:34]=[CH:33][CH:32]=[C:31]2[C:27]=1[CH2:28][N:29]([CH2:6][CH2:7][N:8]1[CH:12]=[C:11]([C:13]3[CH:18]=[C:17]([C:19]([OH:21])=[O:20])[CH:16]=[CH:15][N:14]=3)[N:10]=[CH:9]1)[CH2:30]2)#[N:25]. The yield is 0.110. No catalyst specified. The reactants are CS(O[CH2:6][CH2:7][N:8]1[CH:12]=[C:11]([C:13]2[CH:18]=[C:17]([C:19]([O:21]C)=[O:20])[CH:16]=[CH:15][N:14]=2)[N:10]=[CH:9]1)(=O)=O.Cl.[C:24]([C:26]1[CH:34]=[CH:33][CH:32]=[C:31]2[C:27]=1[CH2:28][NH:29][CH2:30]2)#[N:25]. (6) The reactants are Cl.[CH3:2][N:3]1[CH:7]=[C:6]([C:8]2[N:13]=[C:12]3[N:14]([CH2:17][C@H:18]4[O:23][CH2:22][CH2:21][N:20]([C:24]5[N:29]=[CH:28][C:27]([C:30]6[CH2:31][CH2:32][NH:33][CH2:34][CH:35]=6)=[CH:26][N:25]=5)[CH2:19]4)[N:15]=[N:16][C:11]3=[N:10][CH:9]=2)[CH:5]=[N:4]1.C(=O)([O-])[O-].[K+].[K+].Br[CH:43]([OH:45])[CH3:44]. The catalyst is CN(C=O)C. The product is [CH3:2][N:3]1[CH:7]=[C:6]([C:8]2[N:13]=[C:12]3[N:14]([CH2:17][C@@H:18]4[CH2:19][N:20]([C:24]5[N:29]=[CH:28][C:27]([C:30]6[CH2:31][CH2:32][N:33]([CH2:44][CH2:43][OH:45])[CH2:34][CH:35]=6)=[CH:26][N:25]=5)[CH2:21][CH2:22][O:23]4)[N:15]=[N:16][C:11]3=[N:10][CH:9]=2)[CH:5]=[N:4]1. The yield is 0.620. (7) The reactants are Cl[C:2]1[CH:7]=[C:6]([N:8]2[C:12]3[N:13]=[C:14]([N:42]4[CH2:47][CH2:46][O:45][CH2:44][CH2:43]4)[N:15]=[C:16]([C:17]4[CH:18]=[N:19][C:20]([N:23]([CH2:33][C:34]5[CH:39]=[CH:38][C:37]([O:40][CH3:41])=[CH:36][CH:35]=5)[CH2:24][C:25]5[CH:30]=[CH:29][C:28]([O:31][CH3:32])=[CH:27][CH:26]=5)=[N:21][CH:22]=4)[C:11]=3[CH2:10][CH2:9]2)[CH:5]=[CH:4][N:3]=1.ClC1N=CC(N2C3N=C(N4CCOCC4)N=C(C4C=NC(N(CC5C=CC(OC)=CC=5)CC5C=CC(OC)=CC=5)=NC=4)C=3CC2)=CC=1.[C:95]([N:98]1[CH2:103][CH2:102][NH:101][CH2:100][CH2:99]1)(=[O:97])[CH3:96]. No catalyst specified. The product is [CH3:32][O:31][C:28]1[CH:29]=[CH:30][C:25]([CH2:24][N:23]([CH2:33][C:34]2[CH:39]=[CH:38][C:37]([O:40][CH3:41])=[CH:36][CH:35]=2)[C:20]2[N:19]=[CH:18][C:17]([C:16]3[C:11]4[CH2:10][CH2:9][N:8]([C:6]5[CH:5]=[CH:4][N:3]=[C:2]([N:101]6[CH2:102][CH2:103][N:98]([C:95](=[O:97])[CH3:96])[CH2:99][CH2:100]6)[CH:7]=5)[C:12]=4[N:13]=[C:14]([N:42]4[CH2:47][CH2:46][O:45][CH2:44][CH2:43]4)[N:15]=3)=[CH:22][N:21]=2)=[CH:26][CH:27]=1. The yield is 0.850. (8) The reactants are [N:1]1([NH:10][C:11]([C:13]2[C:14]([CH3:26])=[N:15][C:16]([C:19]3[CH:24]=[CH:23][CH:22]=[C:21]([F:25])[CH:20]=3)=[N:17][CH:18]=2)=[O:12])[C:9]2[C:4](=[CH:5][CH:6]=[CH:7][CH:8]=2)[CH2:3][CH2:2]1. The catalyst is C(Cl)Cl.O=[Mn]=O. The product is [N:1]1([NH:10][C:11]([C:13]2[C:14]([CH3:26])=[N:15][C:16]([C:19]3[CH:24]=[CH:23][CH:22]=[C:21]([F:25])[CH:20]=3)=[N:17][CH:18]=2)=[O:12])[C:9]2[C:4](=[CH:5][CH:6]=[CH:7][CH:8]=2)[CH:3]=[CH:2]1. The yield is 0.750.